This data is from Catalyst prediction with 721,799 reactions and 888 catalyst types from USPTO. The task is: Predict which catalyst facilitates the given reaction. (1) Reactant: [CH3:1][C:2]1[CH:7]=[CH:6][C:5]([C:8](=O)[CH2:9][C:10]#[N:11])=[CH:4][CH:3]=1.[C:13]([O-])([O-])=O.[K+].[K+].[C:19](=[S:21])=[S:20].Cl[CH2:23][C:24](=[O:26])[CH3:25].CI. Product: [C:24]([C:25]1[S:20][C:19]([S:21][CH3:13])=[C:9]([C:10]#[N:11])[C:8]=1[C:5]1[CH:6]=[CH:7][C:2]([CH3:1])=[CH:3][CH:4]=1)(=[O:26])[CH3:23]. The catalyst class is: 3. (2) Reactant: [C:1]([NH:4][C:5]1[CH:27]=[CH:26][C:8]2[CH2:9][CH:10]([CH3:25])[N:11]([C:21]([NH:23][CH3:24])=[O:22])[N:12]=[C:13]([C:14]3[CH:19]=[CH:18][C:17](Cl)=[CH:16][CH:15]=3)[C:7]=2[CH:6]=1)(=[O:3])[CH3:2].[CH3:28][C:29]1[C:33](B(O)O)=[C:32]([CH3:37])[O:31][N:30]=1.[F-].[K+]. Product: [C:1]([NH:4][C:5]1[CH:27]=[CH:26][C:8]2[CH2:9][CH:10]([CH3:25])[N:11]([C:21]([NH:23][CH3:24])=[O:22])[N:12]=[C:13]([C:14]3[CH:19]=[CH:18][C:17]([C:33]4[C:29]([CH3:28])=[N:30][O:31][C:32]=4[CH3:37])=[CH:16][CH:15]=3)[C:7]=2[CH:6]=1)(=[O:3])[CH3:2]. The catalyst class is: 20. (3) Reactant: CCN(C(C)C)C(C)C.[F:10][C:11]1[CH:16]=[CH:15][C:14]([C:17]([OH:19])=O)=[CH:13][N:12]=1.Cl.[CH3:21][NH:22][O:23][CH3:24].C(P(=O)(OCC)OCC)#N. Product: [F:10][C:11]1[CH:16]=[CH:15][C:14]([C:17]([N:22]([O:23][CH3:24])[CH3:21])=[O:19])=[CH:13][N:12]=1. The catalyst class is: 2. (4) Reactant: C(O[C:5]1[C:6](=[O:18])[C:7](=[O:17])[C:8]=1[C:9]1[CH:14]=[CH:13][C:12]([O:15][CH3:16])=[CH:11][CH:10]=1)(C)C.[CH3:19][CH:20]([C:23]1[CH:28]=[CH:27][CH:26]=[CH:25][CH:24]=1)[CH2:21][NH2:22]. Product: [CH3:16][O:15][C:12]1[CH:11]=[CH:10][C:9]([C:8]2[C:7](=[O:17])[C:6](=[O:18])[C:5]=2[NH:22][CH2:21][CH:20]([C:23]2[CH:28]=[CH:27][CH:26]=[CH:25][CH:24]=2)[CH3:19])=[CH:14][CH:13]=1. The catalyst class is: 8. (5) Reactant: [NH2:1][C:2]1[CH:7]=[CH:6][CH:5]=[CH:4][CH:3]=1.ClC1C=CC=CC=1Cl.P(Cl)(Cl)Cl.[Br:20][C:21]1[N:26]=[C:25]([C:27]([NH:29][NH:30][C:31]([C:33]2[CH:38]=[CH:37][CH:36]=[C:35]([Br:39])[N:34]=2)=O)=O)[CH:24]=[CH:23][CH:22]=1. Product: [Br:39][C:35]1[N:34]=[C:33]([C:31]2[N:1]([C:2]3[CH:7]=[CH:6][CH:5]=[CH:4][CH:3]=3)[C:27]([C:25]3[CH:24]=[CH:23][CH:22]=[C:21]([Br:20])[N:26]=3)=[N:29][N:30]=2)[CH:38]=[CH:37][CH:36]=1. The catalyst class is: 6. (6) Reactant: [Cl:1][C:2]1[CH:34]=[CH:33][C:5]([C:6]([N:8]([CH2:24][C:25]([N:27]2[CH2:32][CH2:31][O:30][CH2:29][CH2:28]2)=[O:26])[C:9]2[CH:13]=[C:12]([C:14]#[C:15][C:16]([CH3:19])([CH3:18])[CH3:17])[S:11][C:10]=2[C:20]([O:22]C)=[O:21])=[O:7])=[CH:4][CH:3]=1.C1COCC1.O[Li].O.Cl. Product: [Cl:1][C:2]1[CH:3]=[CH:4][C:5]([C:6]([N:8]([CH2:24][C:25]([N:27]2[CH2:28][CH2:29][O:30][CH2:31][CH2:32]2)=[O:26])[C:9]2[CH:13]=[C:12]([C:14]#[C:15][C:16]([CH3:18])([CH3:17])[CH3:19])[S:11][C:10]=2[C:20]([OH:22])=[O:21])=[O:7])=[CH:33][CH:34]=1. The catalyst class is: 6.